Task: Predict the reactants needed to synthesize the given product.. Dataset: Full USPTO retrosynthesis dataset with 1.9M reactions from patents (1976-2016) (1) Given the product [F:15][C:16]1[CH:17]=[CH:18][C:19]([C:22]2[C:26]([CH:27]([OH:28])[CH2:1][C:2]3[S:3][C:4]([C:7]([OH:9])=[O:8])=[CH:5][N:6]=3)=[C:25]([CH3:29])[O:24][N:23]=2)=[N:20][CH:21]=1, predict the reactants needed to synthesize it. The reactants are: [CH3:1][C:2]1[S:3][C:4]([C:7]([OH:9])=[O:8])=[CH:5][N:6]=1.[Li]CCCC.[F:15][C:16]1[CH:17]=[CH:18][C:19]([C:22]2[C:26]([CH:27]=[O:28])=[C:25]([CH3:29])[O:24][N:23]=2)=[N:20][CH:21]=1. (2) Given the product [Cl:26][C:22]1[N:23]=[CH:24][NH:25][C:21]=1[C:19]([NH:18][CH2:17][C:12]1[CH:13]=[CH:14][C:15]([Cl:16])=[C:10]([O:9][C:4]2[CH:3]=[C:2]([C:32]#[C:31][CH:28]3[CH2:30][CH2:29]3)[CH:7]=[C:6]([Cl:8])[CH:5]=2)[C:11]=1[F:27])=[O:20], predict the reactants needed to synthesize it. The reactants are: Br[C:2]1[CH:3]=[C:4]([O:9][C:10]2[C:11]([F:27])=[C:12]([CH2:17][NH:18][C:19]([C:21]3[NH:25][CH:24]=[N:23][C:22]=3[Cl:26])=[O:20])[CH:13]=[CH:14][C:15]=2[Cl:16])[CH:5]=[C:6]([Cl:8])[CH:7]=1.[CH:28]1([C:31]#[CH:32])[CH2:30][CH2:29]1. (3) The reactants are: [CH3:1][N:2]1[CH2:7][CH2:6][N:5]([C:8]([O:10][C@@H:11]2[N:20]([C:21]3[CH:22]=[CH:23][C:24]([Cl:27])=[CH:25][N:26]=3)[C:18](=[O:19])[C:13]3[N:14]=[CH:15][CH:16]=[N:17][C:12]2=3)=[O:9])[CH2:4][CH2:3]1.[C:28]([OH:36])(=[O:35])[C@H:29]([CH2:31][C:32]([OH:34])=[O:33])[OH:30]. Given the product [CH3:1][N:2]1[CH2:7][CH2:6][N:5]([C:8]([O:10][C@@H:11]2[N:20]([C:21]3[CH:22]=[CH:23][C:24]([Cl:27])=[CH:25][N:26]=3)[C:18](=[O:19])[C:13]3[N:14]=[CH:15][CH:16]=[N:17][C:12]2=3)=[O:9])[CH2:4][CH2:3]1.[C:28]([O-:36])(=[O:35])[C@H:29]([CH2:31][C:32]([O-:34])=[O:33])[OH:30], predict the reactants needed to synthesize it. (4) Given the product [C:30]([O:20][CH2:19][C@@H:18]([C@@H:12]1[C:13]([NH:14][CH2:15][CH2:16][CH3:17])=[C:9]([O:8][CH2:1][C:2]2[CH:7]=[CH:6][CH:5]=[CH:4][CH:3]=2)[C:10](=[O:22])[O:11]1)[OH:21])(=[O:46])[CH2:31][CH2:32][CH2:33][CH2:34][CH2:35][CH2:36][CH2:37][CH2:38][CH2:39][CH2:40][CH2:41][CH2:42][CH2:43][CH2:44][CH3:45], predict the reactants needed to synthesize it. The reactants are: [CH2:1]([O:8][C:9]1[C:10](=[O:22])[O:11][C@H:12]([C@@H:18]([OH:21])[CH2:19][OH:20])[C:13]=1[NH:14][CH2:15][CH2:16][CH3:17])[C:2]1[CH:7]=[CH:6][CH:5]=[CH:4][CH:3]=1.C(N(CC)CC)C.[C:30](Cl)(=[O:46])[CH2:31][CH2:32][CH2:33][CH2:34][CH2:35][CH2:36][CH2:37][CH2:38][CH2:39][CH2:40][CH2:41][CH2:42][CH2:43][CH2:44][CH3:45]. (5) Given the product [OH:16][C:15]1[N:6]=[C:7]([S:8][CH2:30][C:29]2[CH:32]=[CH:33][C:26]([O:25][CH3:24])=[C:27]([N+:34]([O-:36])=[O:35])[CH:28]=2)[N:9]=[C:10]2[C:14]=1[N:13]=[CH:12][NH:11]2, predict the reactants needed to synthesize it. The reactants are: CN(C=O)C.[NH:6]1[C:15](=[O:16])[C:14]2[NH:13][CH:12]=[N:11][C:10]=2[NH:9][C:7]1=[S:8].C(N(CC)CC)C.[CH3:24][O:25][C:26]1[CH:33]=[CH:32][C:29]([CH2:30]Br)=[CH:28][C:27]=1[N+:34]([O-:36])=[O:35]. (6) Given the product [F:1][C:2]1[CH:7]=[C:6]([F:8])[CH:5]=[CH:4][C:3]=1[N:9]1[C:13]([C:14]2[S:23][C:22]3[C:21]4[N:24]=[C:25]([N:28]5[CH2:29][CH2:30][N:31]([C:72](=[O:73])[C@@H:46]([OH:67])[CH3:47])[CH2:32][CH2:33]5)[CH:26]=[CH:27][C:20]=4[O:19][CH2:18][CH2:17][C:16]=3[CH:15]=2)=[N:12][CH:11]=[N:10]1, predict the reactants needed to synthesize it. The reactants are: [F:1][C:2]1[CH:7]=[C:6]([F:8])[CH:5]=[CH:4][C:3]=1[N:9]1[C:13]([C:14]2[S:23][C:22]3[C:21]4[N:24]=[C:25]([N:28]5[CH2:33][CH2:32][NH:31][CH2:30][CH2:29]5)[CH:26]=[CH:27][C:20]=4[O:19][CH2:18][CH2:17][C:16]=3[CH:15]=2)=[N:12][CH:11]=[N:10]1.CN(C(ON1N=NC2C=[CH:46][CH:47]=NC1=2)=[N+](C)C)C.F[P-](F)(F)(F)(F)F.CCN(C(C)C)C(C)C.[OH-:67].[Na+].CN([CH:72]=[O:73])C.